Predict the reactants needed to synthesize the given product. From a dataset of Full USPTO retrosynthesis dataset with 1.9M reactions from patents (1976-2016). (1) Given the product [CH3:37][O:38][C:39]([CH:41]1[CH2:44][N:43]([C:14](=[O:15])[CH2:13][O:12][C:11]2[C:10]([N:17]3[CH2:23][CH2:22][CH2:21][N:20]([CH2:24][C:25]4[CH:29]=[CH:28][N:27]([C:30]5[CH:31]=[CH:32][CH:33]=[CH:34][CH:35]=5)[N:26]=4)[CH2:19][CH2:18]3)=[C:9]3[C:4]([CH:5]=[CH:6][CH:7]=[N:8]3)=[CH:3][C:2]=2[CH3:1])[CH2:42]1)=[O:40], predict the reactants needed to synthesize it. The reactants are: [CH3:1][C:2]1[CH:3]=[C:4]2[C:9](=[C:10]([N:17]3[CH2:23][CH2:22][CH2:21][N:20]([CH2:24][C:25]4[CH:29]=[CH:28][N:27]([C:30]5[CH:35]=[CH:34][CH:33]=[CH:32][CH:31]=5)[N:26]=4)[CH2:19][CH2:18]3)[C:11]=1[O:12][CH2:13][C:14](O)=[O:15])[N:8]=[CH:7][CH:6]=[CH:5]2.Cl.[CH3:37][O:38][C:39]([CH:41]1[CH2:44][NH:43][CH2:42]1)=[O:40].CN(C(ON1N=NC2C=CC=NC1=2)=[N+](C)C)C.F[P-](F)(F)(F)(F)F.CCN(C(C)C)C(C)C. (2) Given the product [CH3:1][O:2][C:3]1[CH:4]=[C:5]([CH:22]=[C:23]([O:39][CH3:40])[C:24]=1[O:25][CH2:26][C:27]1[N:28]=[C:29]([C:33]2[CH:38]=[CH:37][CH:36]=[CH:35][CH:34]=2)[O:30][C:31]=1[CH3:32])[CH2:6][O:7]/[N:8]=[C:9](/[C:16]1[CH:17]=[CH:18][CH:19]=[CH:20][CH:21]=1)\[CH2:10][CH2:11][C:12]([OH:14])=[O:13], predict the reactants needed to synthesize it. The reactants are: [CH3:1][O:2][C:3]1[CH:4]=[C:5]([CH:22]=[C:23]([O:39][CH3:40])[C:24]=1[O:25][CH2:26][C:27]1[N:28]=[C:29]([C:33]2[CH:38]=[CH:37][CH:36]=[CH:35][CH:34]=2)[O:30][C:31]=1[CH3:32])[CH2:6][O:7]/[N:8]=[C:9](/[C:16]1[CH:21]=[CH:20][CH:19]=[CH:18][CH:17]=1)\[CH2:10][CH2:11][C:12]([O:14]C)=[O:13].CO.[OH-].[Na+].Cl. (3) Given the product [CH2:1]([O:4][N:5]([CH:18]1[CH2:23][N:22]([C:24]([O:26][C:27]([CH3:29])([CH3:30])[CH3:28])=[O:25])[C@H:21]([CH2:31][O:32][Si:33]([C:36]([CH3:39])([CH3:38])[CH3:37])([CH3:35])[CH3:34])[CH:20]=[C:19]1[CH2:40][OH:41])[S:6]([C:9]1[CH:14]=[CH:13][CH:12]=[CH:11][C:10]=1[N+:15]([O-:17])=[O:16])(=[O:8])=[O:7])[CH:2]=[CH2:3], predict the reactants needed to synthesize it. The reactants are: [CH2:1]([O:4][N:5]([CH:18]1[CH2:23][N:22]([C:24]([O:26][C:27]([CH3:30])([CH3:29])[CH3:28])=[O:25])[C@H:21]([CH2:31][O:32][Si:33]([C:36]([CH3:39])([CH3:38])[CH3:37])([CH3:35])[CH3:34])[CH:20]=[C:19]1[CH2:40][O:41]CC1C=CC(OC)=CC=1)[S:6]([C:9]1[CH:14]=[CH:13][CH:12]=[CH:11][C:10]=1[N+:15]([O-:17])=[O:16])(=[O:8])=[O:7])[CH:2]=[CH2:3].C(C1C(=O)C(Cl)=C(Cl)C(=O)C=1C#N)#N.